From a dataset of Forward reaction prediction with 1.9M reactions from USPTO patents (1976-2016). Predict the product of the given reaction. Given the reactants [C:1]1([C:7]2[CH:11]=[C:10]([C:12]3[CH:17]=[CH:16][CH:15]=[CH:14][C:13]=3[OH:18])[NH:9][N:8]=2)[CH:6]=[CH:5][CH:4]=[CH:3][CH:2]=1.[Br:19]C1C=CC(O)=C(C(=O)CC(C2C=CC=CC=2)=O)C=1, predict the reaction product. The product is: [Br:19][C:16]1[CH:15]=[CH:14][C:13]([OH:18])=[C:12]([C:10]2[NH:9][N:8]=[C:7]([C:1]3[CH:2]=[CH:3][CH:4]=[CH:5][CH:6]=3)[CH:11]=2)[CH:17]=1.